This data is from NCI-60 drug combinations with 297,098 pairs across 59 cell lines. The task is: Regression. Given two drug SMILES strings and cell line genomic features, predict the synergy score measuring deviation from expected non-interaction effect. (1) Cell line: NCI/ADR-RES. Drug 1: C1=C(C(=O)NC(=O)N1)N(CCCl)CCCl. Drug 2: CCC1(C2=C(COC1=O)C(=O)N3CC4=CC5=C(C=CC(=C5CN(C)C)O)N=C4C3=C2)O.Cl. Synergy scores: CSS=17.3, Synergy_ZIP=-5.72, Synergy_Bliss=-3.26, Synergy_Loewe=-5.40, Synergy_HSA=-3.21. (2) Synergy scores: CSS=27.8, Synergy_ZIP=-11.4, Synergy_Bliss=1.18, Synergy_Loewe=-8.15, Synergy_HSA=2.86. Drug 1: CC(CN1CC(=O)NC(=O)C1)N2CC(=O)NC(=O)C2. Drug 2: CC1C(C(CC(O1)OC2CC(CC3=C2C(=C4C(=C3O)C(=O)C5=C(C4=O)C(=CC=C5)OC)O)(C(=O)C)O)N)O.Cl. Cell line: MCF7. (3) Drug 1: CN(C)C1=NC(=NC(=N1)N(C)C)N(C)C. Drug 2: CC12CCC3C(C1CCC2OP(=O)(O)O)CCC4=C3C=CC(=C4)OC(=O)N(CCCl)CCCl.[Na+]. Cell line: LOX IMVI. Synergy scores: CSS=-0.789, Synergy_ZIP=-6.08, Synergy_Bliss=-14.2, Synergy_Loewe=-13.5, Synergy_HSA=-11.0. (4) Drug 1: C1CC(=O)NC(=O)C1N2CC3=C(C2=O)C=CC=C3N. Drug 2: C1CC(C1)(C(=O)O)C(=O)O.[NH2-].[NH2-].[Pt+2]. Cell line: EKVX. Synergy scores: CSS=5.69, Synergy_ZIP=-3.70, Synergy_Bliss=-0.669, Synergy_Loewe=0.831, Synergy_HSA=0.121. (5) Drug 1: C1=NC2=C(N1)C(=S)N=C(N2)N. Drug 2: C(CC(=O)O)C(=O)CN.Cl. Cell line: UO-31. Synergy scores: CSS=32.8, Synergy_ZIP=2.49, Synergy_Bliss=5.08, Synergy_Loewe=-2.02, Synergy_HSA=5.11. (6) Drug 1: C1=CC(=CC=C1C#N)C(C2=CC=C(C=C2)C#N)N3C=NC=N3. Drug 2: C1CCC(C(C1)N)N.C(=O)(C(=O)[O-])[O-].[Pt+4]. Cell line: IGROV1. Synergy scores: CSS=19.3, Synergy_ZIP=-6.98, Synergy_Bliss=-3.84, Synergy_Loewe=-2.71, Synergy_HSA=-2.16. (7) Drug 1: CCCS(=O)(=O)NC1=C(C(=C(C=C1)F)C(=O)C2=CNC3=C2C=C(C=N3)C4=CC=C(C=C4)Cl)F. Drug 2: CC1C(C(=O)NC(C(=O)N2CCCC2C(=O)N(CC(=O)N(C(C(=O)O1)C(C)C)C)C)C(C)C)NC(=O)C3=C4C(=C(C=C3)C)OC5=C(C(=O)C(=C(C5=N4)C(=O)NC6C(OC(=O)C(N(C(=O)CN(C(=O)C7CCCN7C(=O)C(NC6=O)C(C)C)C)C)C(C)C)C)N)C. Cell line: A549. Synergy scores: CSS=27.8, Synergy_ZIP=21.2, Synergy_Bliss=23.8, Synergy_Loewe=21.1, Synergy_HSA=21.2. (8) Drug 1: COC1=CC(=CC(=C1O)OC)C2C3C(COC3=O)C(C4=CC5=C(C=C24)OCO5)OC6C(C(C7C(O6)COC(O7)C8=CC=CS8)O)O. Drug 2: CCC1(C2=C(COC1=O)C(=O)N3CC4=CC5=C(C=CC(=C5CN(C)C)O)N=C4C3=C2)O.Cl. Cell line: NCIH23. Synergy scores: CSS=61.7, Synergy_ZIP=-5.64, Synergy_Bliss=-2.20, Synergy_Loewe=-0.493, Synergy_HSA=1.07.